This data is from Reaction yield outcomes from USPTO patents with 853,638 reactions. The task is: Predict the reaction yield, written as a fraction of the theoretical maximum amount of product (1.0 means a 100% yield; for example, 0.34 means a 34% yield). (1) The reactants are [F-].C([N+](CCCC)(CCCC)CCCC)CCC.[CH3:19][O:20][C:21](=[O:54])[CH2:22][CH2:23][CH2:24][C:25]#[C:26][CH2:27][C@@H:28]1[C@@H:32]([CH2:33][O:34][Si](C(C)(C)C)(C)C)[CH2:31][N:30]([CH2:42][C:43]2[CH:48]=[CH:47][C:46]([O:49][CH3:50])=[CH:45][C:44]=2[O:51][CH3:52])[C:29]1=[O:53]. The catalyst is C1COCC1. The product is [CH3:19][O:20][C:21](=[O:54])[CH2:22][CH2:23][CH2:24][C:25]#[C:26][CH2:27][C@@H:28]1[C@@H:32]([CH2:33][OH:34])[CH2:31][N:30]([CH2:42][C:43]2[CH:48]=[CH:47][C:46]([O:49][CH3:50])=[CH:45][C:44]=2[O:51][CH3:52])[C:29]1=[O:53]. The yield is 0.570. (2) The reactants are [Br:1][C:2]1[CH:3]=[C:4]([C:8](=[O:10])[CH3:9])[CH:5]=[CH:6][CH:7]=1.CC(C)([O-])C.[K+].C([O:19][C:20](=O)[C:21]([F:24])([F:23])[F:22])C. The catalyst is C1COCC1. The product is [Br:1][C:2]1[CH:3]=[C:4]([C:8](=[O:10])[CH2:9][C:20](=[O:19])[C:21]([F:24])([F:23])[F:22])[CH:5]=[CH:6][CH:7]=1. The yield is 0.880. (3) The reactants are C(Cl)Cl.[CH:4]([O:6][CH3:7])=[O:5].[CH:8]([O:11][C:12]1[N:17]=[C:16]([O:18][CH2:19][C:20]2[CH:25]=[CH:24][CH:23]=[CH:22][C:21]=2[CH2:26][C:27](OC)=[O:28])[CH:15]=[C:14]([C:31]([F:34])([F:33])[F:32])[N:13]=1)([CH3:10])[CH3:9].Cl. The catalyst is [Ti](Cl)(Cl)(Cl)Cl.C(N(CC)CC)C. The product is [OH:28][CH:27]=[C:26]([C:21]1[CH:22]=[CH:23][CH:24]=[CH:25][C:20]=1[CH2:19][O:18][C:16]1[CH:15]=[C:14]([C:31]([F:34])([F:32])[F:33])[N:13]=[C:12]([O:11][CH:8]([CH3:10])[CH3:9])[N:17]=1)[C:4]([O:6][CH3:7])=[O:5]. The yield is 0.531. (4) The reactants are [NH2:1][C:2]1[C:10]([O:11][CH3:12])=[CH:9][CH:8]=[CH:7][C:3]=1[C:4](O)=[O:5].CC[N:15]=C=NCCCN(C)C.C1C=CC2N(O)N=NC=2C=1.CN1CCOCC1.[NH4+].[OH-]. The catalyst is C1COCC1.O. The product is [NH2:1][C:2]1[C:10]([O:11][CH3:12])=[CH:9][CH:8]=[CH:7][C:3]=1[C:4]([NH2:15])=[O:5]. The yield is 0.560. (5) The reactants are [CH3:1][N:2]1[CH:6]=[C:5]([C:7]2[CH:8]=[C:9]3[C:15]([C:16]4[N:21]=[C:20]([N:22]5[CH2:28][CH2:27][CH2:26][C@H:25]([NH:29]C(=O)OCC6C=CC=CC=6)[CH2:24][CH2:23]5)[CH:19]=[CH:18][CH:17]=4)=[N:14][N:13](C4CCCCO4)[C:10]3=[CH:11][N:12]=2)[CH:4]=[N:3]1.B(Br)(Br)Br.C(OCC)(=O)C.O. The catalyst is C(Cl)Cl. The product is [CH3:1][N:2]1[CH:6]=[C:5]([C:7]2[CH:8]=[C:9]3[C:15]([C:16]4[N:21]=[C:20]([N:22]5[CH2:28][CH2:27][CH2:26][C@H:25]([NH2:29])[CH2:24][CH2:23]5)[CH:19]=[CH:18][CH:17]=4)=[N:14][NH:13][C:10]3=[CH:11][N:12]=2)[CH:4]=[N:3]1. The yield is 0.0830. (6) The reactants are [CH2:1]([O:8][C:9]1[N:10]=[N:11][C:12]([C:23]([C:25]2[CH:30]=[CH:29][CH:28]=[CH:27][CH:26]=2)=[CH2:24])=[CH:13][C:14]=1[O:15][CH2:16][C:17]1[CH:22]=[CH:21][CH:20]=[CH:19][CH:18]=1)[C:2]1[CH:7]=[CH:6][CH:5]=[CH:4][CH:3]=1.C(OC1N=NC(Cl)=CC=1OCC1C=CC=CC=1)C1C=CC=CC=1.[F:54]C1C=CC(C(B2OC(C)(C)C(C)(C)O2)=C)=CC=1. No catalyst specified. The product is [CH2:1]([O:8][C:9]1[N:10]=[N:11][C:12]([C:23]([C:25]2[CH:30]=[CH:29][C:28]([F:54])=[CH:27][CH:26]=2)=[CH2:24])=[CH:13][C:14]=1[O:15][CH2:16][C:17]1[CH:18]=[CH:19][CH:20]=[CH:21][CH:22]=1)[C:2]1[CH:3]=[CH:4][CH:5]=[CH:6][CH:7]=1. The yield is 0.920.